This data is from Full USPTO retrosynthesis dataset with 1.9M reactions from patents (1976-2016). The task is: Predict the reactants needed to synthesize the given product. Given the product [CH3:14][C@H:13]([NH:15][C:16](=[O:25])[O:17][CH2:18][C:19]1[CH:24]=[CH:23][CH:22]=[CH:21][CH:20]=1)[CH:12]=[O:11], predict the reactants needed to synthesize it. The reactants are: CS(C)=O.C(Cl)(=O)C(Cl)=O.[OH:11][CH2:12][C@@H:13]([NH:15][C:16](=[O:25])[O:17][CH2:18][C:19]1[CH:24]=[CH:23][CH:22]=[CH:21][CH:20]=1)[CH3:14].C(N(CC)CC)C.